Dataset: Reaction yield outcomes from USPTO patents with 853,638 reactions. Task: Predict the reaction yield, written as a fraction of the theoretical maximum amount of product (1.0 means a 100% yield; for example, 0.34 means a 34% yield). (1) The reactants are [C:1]([C:3]1[CH:10]=[CH:9][C:6]([CH2:7]Br)=[CH:5][CH:4]=1)#[N:2].[P:11]([O:18]CC)([O:15][CH2:16][CH3:17])[O:12][CH2:13][CH3:14]. No catalyst specified. The product is [CH2:13]([O:12][P:11]([CH2:7][C:6]1[CH:9]=[CH:10][C:3]([C:1]#[N:2])=[CH:4][CH:5]=1)(=[O:18])[O:15][CH2:16][CH3:17])[CH3:14]. The yield is 0.970. (2) The reactants are Br[C:2]1[CH:45]=[C:44]([F:46])[CH:43]=[CH:42][C:3]=1[CH2:4][C:5]1[S:9][C:8]([C:10]2[CH:41]=[C:13]3[N:14]=[C:15]([CH3:40])[C:16]([C@H:29]([O:35][C:36]([CH3:39])([CH3:38])[CH3:37])[C:30]([O:32][CH2:33][CH3:34])=[O:31])=[C:17]([N:18]4[CH2:23][CH2:22][C:21]([CH2:25][CH2:26][CH:27]=[CH2:28])([CH3:24])[CH2:20][CH2:19]4)[N:12]3[N:11]=2)=[N:7][CH:6]=1.[CH2:47]([B-](F)(F)F)[CH2:48][CH:49]=[CH2:50].[K+].C([O-])([O-])=O.[Cs+].[Cs+].C1(P(C2CCCCC2)C2C=CC=CC=2C2C(OC(C)C)=CC=CC=2OC(C)C)CCCCC1. The catalyst is C1(C)C=CC=CC=1.O.C(OCC)(=O)C.CC([O-])=O.CC([O-])=O.[Pd+2].CCOC(C)=O.CCCCCC. The product is [CH2:50]([C:2]1[CH:45]=[C:44]([F:46])[CH:43]=[CH:42][C:3]=1[CH2:4][C:5]1[S:9][C:8]([C:10]2[CH:41]=[C:13]3[N:14]=[C:15]([CH3:40])[C:16]([C@H:29]([O:35][C:36]([CH3:39])([CH3:38])[CH3:37])[C:30]([O:32][CH2:33][CH3:34])=[O:31])=[C:17]([N:18]4[CH2:23][CH2:22][C:21]([CH2:25][CH2:26][CH:27]=[CH2:28])([CH3:24])[CH2:20][CH2:19]4)[N:12]3[N:11]=2)=[N:7][CH:6]=1)[CH2:49][CH:48]=[CH2:47]. The yield is 0.790. (3) The reactants are [OH:1][C:2]1[CH:9]=[CH:8][C:5]([CH:6]=[O:7])=[CH:4][CH:3]=1.Cl[CH2:11][CH2:12][CH2:13][CH2:14][CH2:15][CH2:16][CH2:17][CH2:18][OH:19]. No catalyst specified. The product is [OH:19][CH2:18][CH2:17][CH2:16][CH2:15][CH2:14][CH2:13][CH2:12][CH2:11][O:1][C:2]1[CH:9]=[CH:8][C:5]([CH:6]=[O:7])=[CH:4][CH:3]=1. The yield is 0.620. (4) The reactants are [Cl:1][C:2]1[C:11]([N+:12]([O-:14])=[O:13])=[C:10](Cl)[C:9]2[C:4](=[CH:5][CH:6]=[C:7]([Cl:16])[CH:8]=2)[N:3]=1.[NH3:17]. The catalyst is O1CCOCC1. The product is [Cl:1][C:2]1[C:11]([N+:12]([O-:14])=[O:13])=[C:10]([NH2:17])[C:9]2[C:4](=[CH:5][CH:6]=[C:7]([Cl:16])[CH:8]=2)[N:3]=1. The yield is 0.860.